Dataset: Catalyst prediction with 721,799 reactions and 888 catalyst types from USPTO. Task: Predict which catalyst facilitates the given reaction. (1) Reactant: [C:1]([O:5][C:6]([N:8]1[CH2:13][CH2:12][N:11]([S:14]([CH2:17][CH2:18][CH2:19]Cl)(=[O:16])=[O:15])[CH2:10][CH2:9]1)=[O:7])([CH3:4])([CH3:3])[CH3:2].C([O-])(=[O:23])C.[K+].O.C(=O)(O)[O-].[Na+]. Product: [C:1]([O:5][C:6]([N:8]1[CH2:13][CH2:12][N:11]([S:14]([CH2:17][CH2:18][CH2:19][OH:23])(=[O:16])=[O:15])[CH2:10][CH2:9]1)=[O:7])([CH3:4])([CH3:3])[CH3:2]. The catalyst class is: 42. (2) Reactant: [OH:1][C:2]1[CH:12]=[CH:11][CH:10]=[CH:9][C:3]=1[C:4]([O:6][CH2:7][CH3:8])=[O:5].[C:13]([O:17][C:18]([NH:20][CH:21]([CH2:25][C:26]1[CH:31]=[CH:30][CH:29]=[CH:28][CH:27]=1)[C:22](O)=[O:23])=[O:19])([CH3:16])([CH3:15])[CH3:14].CCN=C=NCCCN(C)C.Cl.CN(C1C=CC=CN=1)C. Product: [C:13]([O:17][C:18]([NH:20][CH:21]([CH2:25][C:26]1[CH:27]=[CH:28][CH:29]=[CH:30][CH:31]=1)[C:22]([O:1][C:2]1[CH:12]=[CH:11][CH:10]=[CH:9][C:3]=1[C:4]([O:6][CH2:7][CH3:8])=[O:5])=[O:23])=[O:19])([CH3:16])([CH3:14])[CH3:15]. The catalyst class is: 2. (3) Reactant: [CH2:1]([N:8]1[C:16]2[C:11](=[CH:12][CH:13]=[C:14]([N+:17]([O-:19])=[O:18])[CH:15]=2)[C:10]([C:20]([OH:28])([CH2:25][CH:26]=C)[C:21]([F:24])([F:23])[F:22])=[CH:9]1)[C:2]1[CH:7]=[CH:6][CH:5]=[CH:4][CH:3]=1.[O:29]=[O+][O-]. Product: [CH2:1]([N:8]1[C:16]2[C:11](=[CH:12][CH:13]=[C:14]([N+:17]([O-:19])=[O:18])[CH:15]=2)[C:10]([C:20]([OH:28])([C:21]([F:23])([F:22])[F:24])[CH2:25][CH:26]=[O:29])=[CH:9]1)[C:2]1[CH:3]=[CH:4][CH:5]=[CH:6][CH:7]=1. The catalyst class is: 5. (4) Reactant: [C:1]1([C:7]2([CH2:13][O:14][CH:15]([C:17]3[CH:18]=[C:19]([C:26]([F:29])([F:28])[F:27])[CH:20]=[C:21]4[C:25]=3[NH:24][N:23]=[CH:22]4)[CH3:16])[CH2:12][CH2:11][NH:10][CH2:9][CH2:8]2)[CH:6]=[CH:5][CH:4]=[CH:3][CH:2]=1.[C:30]([BH3-])#N.[Na+].C=O.C(O)(=O)C. The catalyst class is: 477. Product: [CH3:30][N:10]1[CH2:11][CH2:12][C:7]([CH2:13][O:14][CH:15]([C:17]2[CH:18]=[C:19]([C:26]([F:28])([F:27])[F:29])[CH:20]=[C:21]3[C:25]=2[NH:24][N:23]=[CH:22]3)[CH3:16])([C:1]2[CH:6]=[CH:5][CH:4]=[CH:3][CH:2]=2)[CH2:8][CH2:9]1. (5) Reactant: Br[C:2]1[CH:7]=[C:6]([F:8])[CH:5]=[CH:4][C:3]=1[O:9][CH3:10].C([Li])CCC.[B:16](OC)([O:19]C)[O:17]C.[Cl-].[NH4+]. Product: [F:8][C:6]1[CH:5]=[CH:4][C:3]([O:9][CH3:10])=[C:2]([B:16]([OH:19])[OH:17])[CH:7]=1. The catalyst class is: 7. (6) Reactant: [CH3:1][S:2]([C:5]1[CH:22]=[CH:21][C:8](/[CH:9]=[C:10]2/[C:11](=O)[CH2:12][CH2:13][C:14]3[C:19]/2=[CH:18][CH:17]=[CH:16][CH:15]=3)=[CH:7][CH:6]=1)(=[O:4])=[O:3].Cl.[NH2:24][OH:25].N1C=CC=CC=1. Product: [CH3:1][S:2]([C:5]1[CH:22]=[CH:21][C:8]([CH:9]=[C:10]2[C:19]3[C:14](=[CH:15][CH:16]=[CH:17][CH:18]=3)[CH2:13][CH2:12]/[C:11]/2=[N:24]\[OH:25])=[CH:7][CH:6]=1)(=[O:4])=[O:3]. The catalyst class is: 4. (7) Reactant: [C:1](C1C=CC=CC=1)(=O)[C:2]1[CH:7]=[CH:6][CH:5]=[CH:4][CH:3]=1.[OH:15][NH2:16].CCOC(/N=N/C(OCC)=O)=O.C1(P(C2C=CC=CC=2)C2C=CC=CC=2)C=CC=CC=1. Product: [O:15]1[C:3]2[CH:4]=[CH:5][CH:6]=[CH:7][C:2]=2[CH:1]=[N:16]1. The catalyst class is: 8. (8) Reactant: [Cl:1][C:2]1[S:3][C:4]([C:13]([O:15][CH2:16][CH3:17])=[O:14])=[C:5]([C:7]([NH:9][NH:10][CH:11]=[O:12])=O)[N:6]=1.C1C=CC(P(C2C=CC=CC=2)C2C=CC=CC=2)=CC=1.C(Cl)(Cl)(Cl)Cl.CCN(C(C)C)C(C)C. Product: [Cl:1][C:2]1[S:3][C:4]([C:13]([O:15][CH2:16][CH3:17])=[O:14])=[C:5]([C:7]2[O:12][CH:11]=[N:10][N:9]=2)[N:6]=1. The catalyst class is: 10.